Dataset: Full USPTO retrosynthesis dataset with 1.9M reactions from patents (1976-2016). Task: Predict the reactants needed to synthesize the given product. (1) Given the product [S:1]1[C:5]2[C:6]([C:10]([Cl:22])=[O:12])=[CH:7][CH:8]=[CH:9][C:4]=2[N:3]=[N:2]1, predict the reactants needed to synthesize it. The reactants are: [S:1]1[C:5]2[C:6]([C:10]([OH:12])=O)=[CH:7][CH:8]=[CH:9][C:4]=2[N:3]=[N:2]1.C1(C)C=CC=CC=1.S(Cl)([Cl:22])=O. (2) Given the product [F:1][C:2]1[CH:7]=[CH:6][C:5]([NH:8][C:9]2[N:17]=[C:16]([N:18]3[C:21]([CH3:22])=[C:24]4[CH2:28][CH2:27][CH2:26][C:25]4=[N:19]3)[N:15]=[C:14]3[C:10]=2[N:11]=[CH:12][N:13]3[CH3:20])=[CH:4][CH:3]=1, predict the reactants needed to synthesize it. The reactants are: [F:1][C:2]1[CH:7]=[CH:6][C:5]([NH:8][C:9]2[N:17]=[C:16]([NH:18][NH2:19])[N:15]=[C:14]3[C:10]=2[N:11]=[CH:12][N:13]3[CH3:20])=[CH:4][CH:3]=1.[C:21]([CH:24]1[CH2:28][CH2:27][CH2:26][C:25]1=O)(=O)[CH3:22]. (3) Given the product [N+:1]([C:4]1[N:9]=[CH:8][C:7]([CH2:10][C:11]([O:13][CH2:14][CH3:15])=[O:12])=[CH:6][CH:5]=1)([O-:3])=[O:2], predict the reactants needed to synthesize it. The reactants are: [N+:1]([C:4]1[N:9]=[CH:8][C:7]([CH:10](C(OCC)=O)[C:11]([O:13][CH2:14][C:15]2C=CC=CC=2)=[O:12])=[CH:6][CH:5]=1)([O-:3])=[O:2]. (4) Given the product [CH:1]([C:3]1[CH:4]=[C:5]2[C:10](=[CH:11][CH:12]=1)[CH:9]=[C:8]([S:13]([CH2:16][CH2:17][C:18]([O:20][C:21]([CH3:23])([CH3:24])[CH3:22])=[O:19])(=[O:14])=[O:15])[CH:7]=[CH:6]2)=[O:26], predict the reactants needed to synthesize it. The reactants are: [CH:1]([C:3]1[CH:4]=[C:5]2[C:10](=[CH:11][CH:12]=1)[CH:9]=[C:8]([S:13]([CH2:16][CH2:17][C:18]([O:20][C:21]([CH3:24])([CH3:23])[CH3:22])=[O:19])(=[O:15])=[O:14])[CH:7]=[CH:6]2)=C.I([O-])(=O)(=O)=[O:26].[Na+]. (5) Given the product [OH:2][C:3]1[CH:17]=[C:16]([CH3:18])[CH:15]=[CH:14][C:4]=1[O:5][C:6]1[CH:13]=[CH:12][C:9]([C:10]#[N:11])=[CH:8][CH:7]=1, predict the reactants needed to synthesize it. The reactants are: C[O:2][C:3]1[CH:17]=[C:16]([CH3:18])[CH:15]=[CH:14][C:4]=1[O:5][C:6]1[CH:13]=[CH:12][C:9]([C:10]#[N:11])=[CH:8][CH:7]=1.B(Br)(Br)Br. (6) Given the product [F:15][C:10]1[CH:9]=[C:8]2[C:13]([CH:14]=[C:5]([C:3]3[N:25]=[C:19]4[C:18]([F:17])=[CH:23][C:22]([CH3:24])=[CH:21][N:20]4[CH:2]=3)[C:6](=[O:16])[O:7]2)=[CH:12][CH:11]=1, predict the reactants needed to synthesize it. The reactants are: Br[CH2:2][C:3]([C:5]1[C:6](=[O:16])[O:7][C:8]2[C:13]([CH:14]=1)=[CH:12][CH:11]=[C:10]([F:15])[CH:9]=2)=O.[F:17][C:18]1[C:19]([NH2:25])=[N:20][CH:21]=[C:22]([CH3:24])[CH:23]=1. (7) Given the product [OH:17][CH2:16][C:15]1[CH:20]=[C:11]([CH2:10][N:8]([CH3:9])[C:6](=[O:7])[O:5][C:1]([CH3:2])([CH3:3])[CH3:4])[CH:12]=[N:13][CH:14]=1, predict the reactants needed to synthesize it. The reactants are: [C:1]([O:5][C:6]([N:8]([CH2:10][C:11]1[CH:12]=[N:13][CH:14]=[C:15]([CH:20]=1)[C:16](OC)=[O:17])[CH3:9])=[O:7])([CH3:4])([CH3:3])[CH3:2].[Li+].[BH4-]. (8) Given the product [F:30][C:28]1[CH:27]=[C:26]([F:31])[CH:25]=[C:24]2[C:29]=1[C:20]([NH:1][C:2]1[C:9]([I:10])=[CH:8][C:5]([C:6]#[N:7])=[C:4]([N:11]3[CH2:16][CH2:15][O:14][CH2:13][CH2:12]3)[CH:3]=1)=[C:21]([CH3:38])[C:22]([C:32]1[CH:37]=[CH:36][CH:35]=[CH:34][N:33]=1)=[N:23]2, predict the reactants needed to synthesize it. The reactants are: [NH2:1][C:2]1[C:9]([I:10])=[CH:8][C:5]([C:6]#[N:7])=[C:4]([N:11]2[CH2:16][CH2:15][O:14][CH2:13][CH2:12]2)[CH:3]=1.[H-].[Na+].Cl[C:20]1[C:29]2[C:24](=[CH:25][C:26]([F:31])=[CH:27][C:28]=2[F:30])[N:23]=[C:22]([C:32]2[CH:37]=[CH:36][CH:35]=[CH:34][N:33]=2)[C:21]=1[CH3:38].C(=O)([O-])[O-].[Na+].[Na+].